This data is from Forward reaction prediction with 1.9M reactions from USPTO patents (1976-2016). The task is: Predict the product of the given reaction. (1) Given the reactants Cl.[CH3:2][O:3][C:4]1[CH:5]=[C:6]([C:12]2[C:13]([CH3:25])([CH3:24])[C:14](=[O:23])[N:15]([CH:17]3[CH2:22][CH2:21][NH:20][CH2:19][CH2:18]3)[N:16]=2)[CH:7]=[CH:8][C:9]=1[O:10][CH3:11].[Cl:26][C:27]1[CH:32]=[CH:31][C:30]([S:33](Cl)(=[O:35])=[O:34])=[CH:29][CH:28]=1, predict the reaction product. The product is: [Cl:26][C:27]1[CH:32]=[CH:31][C:30]([S:33]([N:20]2[CH2:21][CH2:22][CH:17]([N:15]3[C:14](=[O:23])[C:13]([CH3:25])([CH3:24])[C:12]([C:6]4[CH:7]=[CH:8][C:9]([O:10][CH3:11])=[C:4]([O:3][CH3:2])[CH:5]=4)=[N:16]3)[CH2:18][CH2:19]2)(=[O:35])=[O:34])=[CH:29][CH:28]=1. (2) The product is: [CH3:9][C:10]1[CH:11]=[CH:12][C:13]([C:16]2[N:20]([C:21]3[CH:22]=[N:23][CH:24]=[CH:25][CH:26]=3)[N:19]=[C:18]([C:27]([N:29]3[CH2:33][CH2:32][CH2:31][N:30]3[CH:36]=[O:37])=[O:28])[CH:17]=2)=[N:14][CH:15]=1. Given the reactants FC(F)(F)S(O)(=O)=O.[CH3:9][C:10]1[CH:11]=[CH:12][C:13]([C:16]2[N:20]([C:21]3[CH:22]=[N:23][CH:24]=[CH:25][CH:26]=3)[N:19]=[C:18]([C:27]([N:29]3[CH2:33][CH2:32][CH2:31][NH:30]3)=[O:28])[CH:17]=2)=[N:14][CH:15]=1.CN(C)[CH:36]=[O:37], predict the reaction product.